This data is from Catalyst prediction with 721,799 reactions and 888 catalyst types from USPTO. The task is: Predict which catalyst facilitates the given reaction. Reactant: [OH:1][CH2:2][CH2:3][N:4]1[CH:8]=[C:7]([CH2:9][C:10]([F:13])([F:12])[F:11])[N:6]=[C:5]1[CH:14]1[CH2:19][CH2:18][N:17]([C:20]2[C:21]3[C@H:29]([C:30]([F:33])([F:32])[F:31])[CH2:28][C:27](=[O:34])[NH:26][C:22]=3[N:23]=[CH:24][N:25]=2)[CH2:16][CH2:15]1.C(N(CC)CC)C.[CH3:42][S:43](Cl)(=[O:45])=[O:44]. Product: [CH3:42][S:43]([O:1][CH2:2][CH2:3][N:4]1[CH:8]=[C:7]([CH2:9][C:10]([F:12])([F:11])[F:13])[N:6]=[C:5]1[CH:14]1[CH2:15][CH2:16][N:17]([C:20]2[C:21]3[C@H:29]([C:30]([F:33])([F:32])[F:31])[CH2:28][C:27](=[O:34])[NH:26][C:22]=3[N:23]=[CH:24][N:25]=2)[CH2:18][CH2:19]1)(=[O:45])=[O:44]. The catalyst class is: 4.